This data is from Forward reaction prediction with 1.9M reactions from USPTO patents (1976-2016). The task is: Predict the product of the given reaction. Given the reactants [I:1]N1C(=O)CCC1=O.[Cl:9][C:10]1[C:11]2[N:12]([C:16]([CH:19]3[CH2:22][C:21]([CH2:24][OH:25])([OH:23])[CH2:20]3)=[N:17][CH:18]=2)[CH:13]=[CH:14][N:15]=1, predict the reaction product. The product is: [Cl:9][C:10]1[C:11]2[N:12]([C:16]([CH:19]3[CH2:20][C:21]([CH2:24][OH:25])([OH:23])[CH2:22]3)=[N:17][C:18]=2[I:1])[CH:13]=[CH:14][N:15]=1.